The task is: Predict the reaction yield, written as a fraction of the theoretical maximum amount of product (1.0 means a 100% yield; for example, 0.34 means a 34% yield).. This data is from Reaction yield outcomes from USPTO patents with 853,638 reactions. (1) The reactants are [NH:1]1[C:9]2[C:4](=[CH:5][CH:6]=[CH:7][CH:8]=2)[C:3]([C:10]([OH:12])=[O:11])=[CH:2]1.[H-].[Na+].[CH2:15](Br)[C:16]1[CH:21]=[CH:20][CH:19]=[CH:18][CH:17]=1. The catalyst is CN(C=O)C. The product is [CH2:15]([N:1]1[C:9]2[C:4](=[CH:5][CH:6]=[CH:7][CH:8]=2)[C:3]([C:10]([OH:12])=[O:11])=[CH:2]1)[C:16]1[CH:21]=[CH:20][CH:19]=[CH:18][CH:17]=1. The yield is 0.780. (2) The reactants are [CH3:1][C:2]1[NH:3][C:4](=[O:26])[C:5]([CH2:11][C:12]2[CH:17]=[CH:16][C:15]([C:18]3[C:19]([C:24]#[N:25])=[CH:20][CH:21]=[CH:22][CH:23]=3)=[CH:14][CH:13]=2)=[C:6]([CH2:8][CH2:9][CH3:10])[N:7]=1.[H-].[Na+].Br[CH2:30][C:31]1[CH:36]=[CH:35][C:34]([CH3:37])=[CH:33][CH:32]=1.[Cl-].O[NH3+:40].[C:41](=[O:44])([O-])[OH:42].[Na+]. The catalyst is C(OCC)(=O)C.CS(C)=O.CN(C)C=O. The product is [CH3:1][C:2]1[N:3]([CH2:30][C:31]2[CH:36]=[CH:35][C:34]([CH3:37])=[CH:33][CH:32]=2)[C:4](=[O:26])[C:5]([CH2:11][C:12]2[CH:17]=[CH:16][C:15]([C:18]3[CH:23]=[CH:22][CH:21]=[CH:20][C:19]=3[C:24]3[NH:40][C:41](=[O:44])[O:42][N:25]=3)=[CH:14][CH:13]=2)=[C:6]([CH2:8][CH2:9][CH3:10])[N:7]=1. The yield is 0.640. (3) The reactants are Br[C:2]1[C:3]2[C:4]3[CH:17]=[CH:16][S:15][C:5]=3[C:6](=[O:14])[NH:7][C:8]=2[CH:9]=[CH:10][C:11]=1[O:12][CH3:13].[C:18]([O:22][C:23](=[O:45])[NH:24][CH2:25][C:26]1([C:30]2[CH:35]=[CH:34][C:33](B3OC(C)(C)C(C)(C)O3)=[CH:32][CH:31]=2)[CH2:29][CH2:28][CH2:27]1)([CH3:21])([CH3:20])[CH3:19]. No catalyst specified. The product is [C:18]([O:22][C:23](=[O:45])[NH:24][CH2:25][C:26]1([C:30]2[CH:31]=[CH:32][C:33]([C:2]3[C:3]4[C:4]5[CH:17]=[CH:16][S:15][C:5]=5[C:6](=[O:14])[NH:7][C:8]=4[CH:9]=[CH:10][C:11]=3[O:12][CH3:13])=[CH:34][CH:35]=2)[CH2:29][CH2:28][CH2:27]1)([CH3:21])([CH3:19])[CH3:20]. The yield is 0.330.